This data is from Retrosynthesis with 50K atom-mapped reactions and 10 reaction types from USPTO. The task is: Predict the reactants needed to synthesize the given product. (1) Given the product CN(C)C(=O)[C@H](CC1CC1)NC(=O)c1ccc(N2CC(F)(F)C2)c(OCC2CC2)n1, predict the reactants needed to synthesize it. The reactants are: CN(C)C(=O)[C@@H](N)CC1CC1.O=C(O)c1ccc(N2CC(F)(F)C2)c(OCC2CC2)n1. (2) Given the product CCC(C)Oc1ccc(NC(=S)NCc2ccco2)cc1, predict the reactants needed to synthesize it. The reactants are: CCC(C)I.Oc1ccc(NC(=S)NCc2ccco2)cc1. (3) The reactants are: CCOC(=O)c1cnc(N(Cc2ccccc2)Cc2ccccc2)c([N+](=O)[O-])c1N. Given the product CCOC(=O)c1cnc(N(Cc2ccccc2)Cc2ccccc2)c(N)c1N, predict the reactants needed to synthesize it.